From a dataset of Merck oncology drug combination screen with 23,052 pairs across 39 cell lines. Regression. Given two drug SMILES strings and cell line genomic features, predict the synergy score measuring deviation from expected non-interaction effect. Synergy scores: synergy=23.9. Drug 1: C=CCn1c(=O)c2cnc(Nc3ccc(N4CCN(C)CC4)cc3)nc2n1-c1cccc(C(C)(C)O)n1. Cell line: CAOV3. Drug 2: NC1(c2ccc(-c3nc4ccn5c(=O)[nH]nc5c4cc3-c3ccccc3)cc2)CCC1.